This data is from Full USPTO retrosynthesis dataset with 1.9M reactions from patents (1976-2016). The task is: Predict the reactants needed to synthesize the given product. Given the product [NH2:42][CH2:41][C:39]1[C:38]([CH3:50])=[N:37][N:36]([CH2:35][C@@H:27]2[C@H:26]([NH:25][C:23](=[O:24])/[C:22](=[N:21]\[O:20][C:17]3([C:15]([OH:16])=[O:14])[CH2:19][CH2:18]3)/[C:51]3[N:52]=[C:53]([NH2:56])[S:54][CH:55]=3)[C:29](=[O:30])[N:28]2[S:31]([OH:34])(=[O:32])=[O:33])[N:40]=1, predict the reactants needed to synthesize it. The reactants are: C([O:14][C:15]([C:17]1([O:20]/[N:21]=[C:22](/[C:51]2[N:52]=[C:53]([NH:56]C(OC(C)(C)C)=O)[S:54][CH:55]=2)\[C:23]([NH:25][C@@H:26]2[C:29](=[O:30])[N:28]([S:31]([OH:34])(=[O:33])=[O:32])[C@@H:27]2[CH2:35][N:36]2[N:40]=[C:39]([CH2:41][NH:42]C(OC(C)(C)C)=O)[C:38]([CH3:50])=[N:37]2)=[O:24])[CH2:19][CH2:18]1)=[O:16])(C1C=CC=CC=1)C1C=CC=CC=1.C1(OC)C=CC=CC=1.C(O)(C(F)(F)F)=O.